Dataset: Full USPTO retrosynthesis dataset with 1.9M reactions from patents (1976-2016). Task: Predict the reactants needed to synthesize the given product. Given the product [Br:1][C:2]1[CH:3]=[C:4]2[N:10]=[C:9]([NH:11][C:15]([NH:14][CH2:12][CH3:13])=[O:16])[S:8][C:5]2=[N:6][CH:7]=1, predict the reactants needed to synthesize it. The reactants are: [Br:1][C:2]1[CH:3]=[C:4]2[N:10]=[C:9]([NH2:11])[S:8][C:5]2=[N:6][CH:7]=1.[CH2:12]([N:14]=[C:15]=[O:16])[CH3:13].